This data is from Forward reaction prediction with 1.9M reactions from USPTO patents (1976-2016). The task is: Predict the product of the given reaction. (1) Given the reactants C([N:8]1[CH2:13][CH2:12][N:11]([CH3:14])[CH:10]([CH2:15][C:16]2[CH:21]=[CH:20][C:19]([O:22][CH3:23])=[CH:18][CH:17]=2)[CH2:9]1)C1C=CC=CC=1.[H][H], predict the reaction product. The product is: [CH3:23][O:22][C:19]1[CH:18]=[CH:17][C:16]([CH2:15][CH:10]2[CH2:9][NH:8][CH2:13][CH2:12][N:11]2[CH3:14])=[CH:21][CH:20]=1. (2) Given the reactants [C:1]([C:3]1[CH:4]=[C:5]([N:9]2[CH2:18][C@H:17]3[N:13]([CH2:14][CH2:15][CH2:16]3)[C:12]3[N:19]=[C:20]([S:23][CH3:24])[N:21]=[CH:22][C:11]=3[C:10]2=[O:25])[CH:6]=[CH:7][CH:8]=1)#[N:2].C(N(C(C)C)CC)(C)C.Cl.[NH2:36][OH:37], predict the reaction product. The product is: [OH:37][N:36]=[C:1]([NH2:2])[C:3]1[CH:8]=[CH:7][CH:6]=[C:5]([N:9]2[CH2:18][C@H:17]3[N:13]([CH2:14][CH2:15][CH2:16]3)[C:12]3[N:19]=[C:20]([S:23][CH3:24])[N:21]=[CH:22][C:11]=3[C:10]2=[O:25])[CH:4]=1.